Dataset: Forward reaction prediction with 1.9M reactions from USPTO patents (1976-2016). Task: Predict the product of the given reaction. (1) Given the reactants [Cl:1][C:2]1[CH:7]=[C:6]([F:8])[C:5]([CH3:9])=[CH:4][C:3]=1[NH:10][C:11]1[N:16]2[N:17]=[CH:18][C:19]([S:20]([NH2:23])(=[O:22])=[O:21])=[C:15]2[N:14]=[CH:13][C:12]=1[C:24]([N:26]1[CH2:31][CH2:30][CH:29]([C:32]2[CH:37]=[CH:36][C:35]([F:38])=[CH:34][CH:33]=2)[CH2:28][CH2:27]1)=[O:25].[C:39](O)(=[O:42])[CH2:40][CH3:41], predict the reaction product. The product is: [Cl:1][C:2]1[CH:7]=[C:6]([F:8])[C:5]([CH3:9])=[CH:4][C:3]=1[NH:10][C:11]1[N:16]2[N:17]=[CH:18][C:19]([S:20]([NH:23][C:39](=[O:42])[CH2:40][CH3:41])(=[O:22])=[O:21])=[C:15]2[N:14]=[CH:13][C:12]=1[C:24]([N:26]1[CH2:31][CH2:30][CH:29]([C:32]2[CH:33]=[CH:34][C:35]([F:38])=[CH:36][CH:37]=2)[CH2:28][CH2:27]1)=[O:25]. (2) Given the reactants [O:1]=[C:2]1[NH:7][CH2:6][CH2:5][N:4]([CH2:8][C:9]2[CH:17]=[CH:16][C:12]([C:13]([OH:15])=[O:14])=[CH:11][CH:10]=2)[CH2:3]1.[CH3:18]N1CCNCC1=O, predict the reaction product. The product is: [CH3:18][N:7]1[CH2:6][CH2:5][N:4]([CH2:8][C:9]2[CH:17]=[CH:16][C:12]([C:13]([OH:15])=[O:14])=[CH:11][CH:10]=2)[CH2:3][C:2]1=[O:1]. (3) Given the reactants [Cl:1][C:2]1[CH:7]=[CH:6][C:5]([CH:8]2[C:17]([CH3:19])([CH3:18])[CH:16](O)[C:15]3[C:10](=[CH:11][CH:12]=[C:13]([C:21]([O:23][CH3:24])=[O:22])[CH:14]=3)[NH:9]2)=[CH:4][C:3]=1[N+:25]([O-:27])=[O:26].C([SiH](CC)CC)C.FC(F)(F)C(O)=O.C(=O)(O)[O-].[Na+], predict the reaction product. The product is: [Cl:1][C:2]1[CH:7]=[CH:6][C:5]([CH:8]2[C:17]([CH3:19])([CH3:18])[CH2:16][C:15]3[C:10](=[CH:11][CH:12]=[C:13]([C:21]([O:23][CH3:24])=[O:22])[CH:14]=3)[NH:9]2)=[CH:4][C:3]=1[N+:25]([O-:27])=[O:26]. (4) Given the reactants [N+:1]([CH2:4][C@@H:5]([C:11]1[CH:16]=[CH:15][CH:14]=[CH:13][CH:12]=1)[C:6](=[O:10])[CH2:7][CH2:8][CH3:9])([O-:3])=[O:2].[BH4-].[Na+], predict the reaction product. The product is: [N+:1]([CH2:4][C@@H:5]([C:11]1[CH:12]=[CH:13][CH:14]=[CH:15][CH:16]=1)[C@H:6]([OH:10])[CH2:7][CH2:8][CH3:9])([O-:3])=[O:2]. (5) Given the reactants [Br:1][C:2]1[CH:3]=[CH:4][C:5]([CH2:10][CH2:11][C:12]2[CH:17]=[CH:16][CH:15]=[C:14]([O:18][CH3:19])[C:13]=2[CH3:20])=[C:6]([CH2:8]I)[CH:7]=1.CS(C)=O.[C-:25]#[N:26].[K+], predict the reaction product. The product is: [Br:1][C:2]1[CH:3]=[CH:4][C:5]([CH2:10][CH2:11][C:12]2[CH:17]=[CH:16][CH:15]=[C:14]([O:18][CH3:19])[C:13]=2[CH3:20])=[C:6]([CH2:8][C:25]#[N:26])[CH:7]=1.